This data is from Full USPTO retrosynthesis dataset with 1.9M reactions from patents (1976-2016). The task is: Predict the reactants needed to synthesize the given product. (1) Given the product [Cl:1][C:2]1[CH:7]=[C:6]([C:27]2[C:26]([CH3:38])=[N:25][N:24]([CH3:23])[CH:28]=2)[N:5]=[CH:4][C:3]=1[CH2:9][NH:10][C:11]1[C:16]([F:17])=[C:15]([O:18][CH3:19])[CH:14]=[C:13]([O:20][CH3:21])[C:12]=1[F:22], predict the reactants needed to synthesize it. The reactants are: [Cl:1][C:2]1[CH:7]=[C:6](Cl)[N:5]=[CH:4][C:3]=1[CH2:9][NH:10][C:11]1[C:16]([F:17])=[C:15]([O:18][CH3:19])[CH:14]=[C:13]([O:20][CH3:21])[C:12]=1[F:22].[CH3:23][N:24]1[CH:28]=[C:27](B2OC(C)(C)C(C)(C)O2)[C:26]([CH3:38])=[N:25]1.C(=O)([O-])[O-].[K+].[K+]. (2) The reactants are: Cl[CH2:2][CH2:3][CH2:4][O:5][C:6]1[CH:15]=[C:14]2[C:9]([C:10]([C:16]3[C:17]([C:25]4[CH:30]=[CH:29][CH:28]=[CH:27][N:26]=4)=[N:18][N:19]4[CH:24]=[CH:23][CH:22]=[CH:21][C:20]=34)=[CH:11][CH:12]=[N:13]2)=[CH:8][CH:7]=1.[CH2:31]([NH:33][CH2:34][CH3:35])[CH3:32]. Given the product [CH2:31]([N:33]([CH2:34][CH3:35])[CH2:2][CH2:3][CH2:4][O:5][C:6]1[CH:15]=[C:14]2[C:9]([C:10]([C:16]3[C:17]([C:25]4[CH:30]=[CH:29][CH:28]=[CH:27][N:26]=4)=[N:18][N:19]4[CH:24]=[CH:23][CH:22]=[CH:21][C:20]=34)=[CH:11][CH:12]=[N:13]2)=[CH:8][CH:7]=1)[CH3:32], predict the reactants needed to synthesize it. (3) Given the product [C:1]([O:5][C:6](=[O:7])[NH:8][CH:9]1[C:27](=[O:28])[N:26]2[CH:22]([CH2:23][CH:24]([O:29][C:30]3[C:39]4[C:34](=[CH:35][CH:36]=[CH:37][CH:38]=4)[CH:33]=[CH:32][N:31]=3)[CH2:25]2)[C:21](=[O:40])[NH:20][C:19]2([C:41]([NH:51][S:48]([C:44]3([CH3:45])[CH2:46][CH2:47]3)(=[O:50])=[O:49])=[O:42])[CH:17]([CH2:18]2)[CH:16]=[CH:15][CH2:14][CH2:13][CH2:12][CH2:11][CH2:10]1)([CH3:4])([CH3:3])[CH3:2], predict the reactants needed to synthesize it. The reactants are: [C:1]([O:5][C:6]([NH:8][CH:9]1[C:27](=[O:28])[N:26]2[CH:22]([CH2:23][CH:24]([O:29][C:30]3[C:39]4[C:34](=[CH:35][CH:36]=[CH:37][CH:38]=4)[CH:33]=[CH:32][N:31]=3)[CH2:25]2)[C:21](=[O:40])[NH:20][C:19]2([C:41](O)=[O:42])[CH:17]([CH2:18]2)[CH:16]=[CH:15][CH2:14][CH2:13][CH2:12][CH2:11][CH2:10]1)=[O:7])([CH3:4])([CH3:3])[CH3:2].[CH:44]1([S:48]([NH2:51])(=[O:50])=[O:49])[CH2:47][CH2:46][CH2:45]1. (4) Given the product [Cl:12][C:8]1[CH:7]=[C:6]2[C:11]([C:2]([C:17]3[CH:18]=[C:19]([CH3:20])[C:14]([F:13])=[C:15]([CH3:30])[CH:16]=3)=[N:3][CH:4]=[N:5]2)=[CH:10][CH:9]=1, predict the reactants needed to synthesize it. The reactants are: Cl[C:2]1[C:11]2[C:6](=[CH:7][C:8]([Cl:12])=[CH:9][CH:10]=2)[N:5]=[CH:4][N:3]=1.[F:13][C:14]1[C:19]([CH3:20])=[CH:18][C:17](B2OC(C)(C)C(C)(C)O2)=[CH:16][C:15]=1[CH3:30].C(=O)([O-])[O-].[Na+].[Na+].C(COC)OC.